This data is from Catalyst prediction with 721,799 reactions and 888 catalyst types from USPTO. The task is: Predict which catalyst facilitates the given reaction. (1) Reactant: [C:1]([CH2:3][C:4]([OH:6])=O)#[N:2].C(Cl)(=O)C(Cl)=O.[OH-].[Na+].[N:15]1[CH:20]=[CH:19][C:18]([CH2:21][C:22]2[CH:28]=[CH:27][C:25]([NH2:26])=[CH:24][CH:23]=2)=[CH:17][CH:16]=1. Product: [C:1]([CH2:3][C:4]([NH:26][C:25]1[CH:24]=[CH:23][C:22]([CH2:21][C:18]2[CH:17]=[CH:16][N:15]=[CH:20][CH:19]=2)=[CH:28][CH:27]=1)=[O:6])#[N:2]. The catalyst class is: 139. (2) The catalyst class is: 3. Reactant: [C:1]([O:5][C:6]([N:8]1[CH2:16][C:15]2[C:10](=[CH:11][CH:12]=[C:13](Br)[CH:14]=2)[CH2:9]1)=[O:7])([CH3:4])([CH3:3])[CH3:2].[B:18]1([B:18]2[O:22][C:21]([CH3:24])([CH3:23])[C:20]([CH3:26])([CH3:25])[O:19]2)[O:22][C:21]([CH3:24])([CH3:23])[C:20]([CH3:26])([CH3:25])[O:19]1.C([O-])(=O)C.[K+]. Product: [C:1]([O:5][C:6]([N:8]1[CH2:16][C:15]2[C:10](=[CH:11][CH:12]=[C:13]([B:18]3[O:22][C:21]([CH3:24])([CH3:23])[C:20]([CH3:26])([CH3:25])[O:19]3)[CH:14]=2)[CH2:9]1)=[O:7])([CH3:4])([CH3:3])[CH3:2]. (3) Reactant: [Br:1][C:2]1[C:10]([O:11][CH3:12])=[CH:9][C:5]([C:6](O)=[O:7])=[CH:4][C:3]=1[O:13][CH3:14].C([N:17](CC)CC)C.ClC(OCC)=O.N. Product: [Br:1][C:2]1[C:10]([O:11][CH3:12])=[CH:9][C:5]([C:6]([NH2:17])=[O:7])=[CH:4][C:3]=1[O:13][CH3:14]. The catalyst class is: 476. (4) Reactant: Cl.[NH:2]1[CH2:5][CH:4]([C:6]2[CH:15]=[CH:14][C:13]3[C:8](=[CH:9][CH:10]=[CH:11][CH:12]=3)[N:7]=2)[CH2:3]1.C([O-])([O-])=O.[Cs+].[Cs+].[Br:22][C:23]1[C:24](F)=[N:25][CH:26]=[CH:27][CH:28]=1. Product: [Br:22][C:23]1[C:24]([N:2]2[CH2:3][CH:4]([C:6]3[CH:15]=[CH:14][C:13]4[C:8](=[CH:9][CH:10]=[CH:11][CH:12]=4)[N:7]=3)[CH2:5]2)=[N:25][CH:26]=[CH:27][CH:28]=1. The catalyst class is: 18. (5) Reactant: [CH:1]1([C:5](Cl)=[O:6])[CH2:4][CH2:3][CH2:2]1.[NH2:8][CH2:9][C:10]([O:12][CH2:13][CH3:14])=[O:11].C(N(CC)CC)C. Product: [CH:1]1([C:5]([NH:8][CH2:9][C:10]([O:12][CH2:13][CH3:14])=[O:11])=[O:6])[CH2:4][CH2:3][CH2:2]1. The catalyst class is: 4. (6) Reactant: [OH:1][C:2]1[CH:3]=[C:4]2[C:9](=[CH:10][CH:11]=1)[CH:8]=[C:7]([C:12]([OH:14])=[O:13])[CH:6]=[CH:5]2.[OH-].[Na+].[C:17](Cl)(=[O:20])[CH:18]=[CH2:19].Cl. Product: [C:17]([O:1][C:2]1[CH:3]=[C:4]2[C:9](=[CH:10][CH:11]=1)[CH:8]=[C:7]([C:12]([OH:14])=[O:13])[CH:6]=[CH:5]2)(=[O:20])[CH:18]=[CH2:19]. The catalyst class is: 6. (7) Reactant: [CH3:1][O:2][C:3]1[C:8]([NH:9][C:10](=[O:35])[C:11]2[CH:16]=[C:15]([CH2:17][C:18]3[C:19](=[O:30])[C:20]([O:28][CH3:29])=[C:21]([O:26][CH3:27])[C:22](=[O:25])[C:23]=3[CH3:24])[CH:14]=[CH:13][C:12]=2[O:31]C(=O)C)=[CH:7][CH:6]=[C:5]([O:36][CH3:37])[N:4]=1.C(=O)([O-])O.[Na+]. Product: [CH3:1][O:2][C:3]1[C:8]([NH:9][C:10](=[O:35])[C:11]2[CH:16]=[C:15]([CH2:17][C:18]3[C:19](=[O:30])[C:20]([O:28][CH3:29])=[C:21]([O:26][CH3:27])[C:22](=[O:25])[C:23]=3[CH3:24])[CH:14]=[CH:13][C:12]=2[OH:31])=[CH:7][CH:6]=[C:5]([O:36][CH3:37])[N:4]=1. The catalyst class is: 24. (8) Reactant: C([Sn](CCCC)(CCCC)[C:6]1[O:10][N:9]=[C:8]([C:11]2[CH:12]=[C:13]3[C:18](=[CH:19][CH:20]=2)[CH:17]=[N:16][CH:15]=[CH:14]3)[CH:7]=1)CCC.[I:29]I. Product: [I:29][C:6]1[O:10][N:9]=[C:8]([C:11]2[CH:12]=[C:13]3[C:18](=[CH:19][CH:20]=2)[CH:17]=[N:16][CH:15]=[CH:14]3)[CH:7]=1. The catalyst class is: 1.